From a dataset of Forward reaction prediction with 1.9M reactions from USPTO patents (1976-2016). Predict the product of the given reaction. (1) Given the reactants CS([O:5][CH2:6][CH:7]1[CH2:12][C:11]([CH3:26])([S:13]([C:16]2[CH:21]=[CH:20][CH:19]=[C:18]([C:22]([F:25])([F:24])[F:23])[CH:17]=2)(=[O:15])=[O:14])[CH2:10][CH2:9][O:8]1)(=O)=O.[F:27][C:28]1[CH:33]=[C:32]([S:34]([CH3:37])(=[O:36])=[O:35])[CH:31]=[CH:30][C:29]=1O.C1C=CC(P(C2C=CC=CC=2)C2C=CC=CC=2)=CC=1.CCOC(/N=N/C(OCC)=O)=O, predict the reaction product. The product is: [F:27][C:28]1[CH:33]=[C:32]([S:34]([CH3:37])(=[O:36])=[O:35])[CH:31]=[CH:30][C:29]=1[O:5][CH2:6][CH:7]1[CH2:12][C:11]([CH3:26])([S:13]([C:16]2[CH:21]=[CH:20][CH:19]=[C:18]([C:22]([F:23])([F:25])[F:24])[CH:17]=2)(=[O:14])=[O:15])[CH2:10][CH2:9][O:8]1. (2) Given the reactants [C:1]([O:5][C:6]([N:8]1[CH2:12][C@H:11]([OH:13])[CH2:10][C@H:9]1[C:14]([N:16]1[CH2:22][CH2:21][CH2:20][N:19]([CH:23]2[CH2:26][CH2:25][CH2:24]2)[CH2:18][CH2:17]1)=[O:15])=[O:7])([CH3:4])([CH3:3])[CH3:2].[F:27][C:28]1[CH:33]=[CH:32][C:31](O)=[CH:30][CH:29]=1.C1(P(C2C=CC=CC=2)C2C=CC=CC=2)C=CC=CC=1.CCOC(/N=N/C(OCC)=O)=O, predict the reaction product. The product is: [C:1]([O:5][C:6]([N:8]1[CH2:12][C@@H:11]([O:13][C:31]2[CH:32]=[CH:33][C:28]([F:27])=[CH:29][CH:30]=2)[CH2:10][C@H:9]1[C:14]([N:16]1[CH2:22][CH2:21][CH2:20][N:19]([CH:23]2[CH2:24][CH2:25][CH2:26]2)[CH2:18][CH2:17]1)=[O:15])=[O:7])([CH3:4])([CH3:2])[CH3:3]. (3) Given the reactants CS(O[CH:6]([C:8]1[CH:21]=[C:20]2[C:11]([O:12][CH2:13][CH2:14][N:15]3[C:19]2=[N:18][C:17]([C:22]2[N:26]([CH:27]([CH3:29])[CH3:28])[N:25]=[CH:24][N:23]=2)=[CH:16]3)=[CH:10][CH:9]=1)[CH3:7])(=O)=O.[NH:30]1[CH2:35][CH2:34][CH:33]([C:36]([OH:39])([CH3:38])[CH3:37])[CH2:32][CH2:31]1, predict the reaction product. The product is: [CH:27]([N:26]1[C:22]([C:17]2[N:18]=[C:19]3[C:20]4[CH:21]=[C:8]([CH:6]([N:30]5[CH2:35][CH2:34][CH:33]([C:36]([OH:39])([CH3:38])[CH3:37])[CH2:32][CH2:31]5)[CH3:7])[CH:9]=[CH:10][C:11]=4[O:12][CH2:13][CH2:14][N:15]3[CH:16]=2)=[N:23][CH:24]=[N:25]1)([CH3:29])[CH3:28]. (4) Given the reactants [CH3:1][N:2]([CH3:15])[C:3]1([C:9]2[CH:14]=[CH:13][CH:12]=[CH:11][CH:10]=2)[CH2:8][CH2:7][NH:6][CH2:5][CH2:4]1.[CH3:16][N:17]([CH2:25][CH:26]=O)[C:18](=[O:24])[O:19][C:20]([CH3:23])([CH3:22])[CH3:21].C([BH3-])#N.[Na+], predict the reaction product. The product is: [CH3:1][N:2]([CH3:15])[C:3]1([C:9]2[CH:14]=[CH:13][CH:12]=[CH:11][CH:10]=2)[CH2:4][CH2:5][N:6]([CH2:26][CH2:25][N:17]([CH3:16])[C:18](=[O:24])[O:19][C:20]([CH3:22])([CH3:21])[CH3:23])[CH2:7][CH2:8]1. (5) Given the reactants [Cl:1][C:2]1[C:10]([C:11]([F:14])([F:13])[F:12])=[CH:9][CH:8]=[CH:7][C:3]=1[C:4]([OH:6])=O.[F:15][C:16]1([F:34])[CH2:21][CH2:20][C:19]([CH2:32][NH2:33])([C:22]2[CH:23]=[N:24][C:25]([C:28]([F:31])([F:30])[F:29])=[N:26][CH:27]=2)[CH2:18][CH2:17]1, predict the reaction product. The product is: [Cl:1][C:2]1[C:10]([C:11]([F:14])([F:13])[F:12])=[CH:9][CH:8]=[CH:7][C:3]=1[C:4]([NH:33][CH2:32][C:19]1([C:22]2[CH:23]=[N:24][C:25]([C:28]([F:31])([F:30])[F:29])=[N:26][CH:27]=2)[CH2:20][CH2:21][C:16]([F:15])([F:34])[CH2:17][CH2:18]1)=[O:6]. (6) Given the reactants [C:1]([C:4]1[CH:13]=[CH:12][C:11]2[C:6](=[CH:7][CH:8]=[CH:9][CH:10]=2)[CH:5]=1)(=[O:3])[CH3:2].[F:14][C:15]([F:28])([F:27])[C:16]([F:26])([F:25])[C:17]([F:24])([F:23])[C:18](OCC)=[O:19], predict the reaction product. The product is: [F:23][C:17]([F:24])([C:16]([F:25])([F:26])[C:15]([F:14])([F:27])[F:28])[C:18](=[O:19])[CH2:2][C:1]([C:4]1[CH:13]=[CH:12][C:11]2[C:6](=[CH:7][CH:8]=[CH:9][CH:10]=2)[CH:5]=1)=[O:3]. (7) Given the reactants Cl[C:2]1[CH:7]=[C:6]([Cl:8])[N:5]=[CH:4][N:3]=1.[Cl:9][C:10]1[CH:15]=[CH:14][C:13]([OH:16])=[CH:12][CH:11]=1.C(=O)([O-])[O-].[K+].[K+].[OH-].[Na+], predict the reaction product. The product is: [Cl:8][C:6]1[CH:7]=[C:2]([O:16][C:13]2[CH:14]=[CH:15][C:10]([Cl:9])=[CH:11][CH:12]=2)[N:3]=[CH:4][N:5]=1. (8) Given the reactants [F:1][C:2]([F:22])([F:21])[C:3]1[CH:4]=[C:5]([NH:9][C:10]2[C:19]3[C:14](=[C:15]([NH2:20])[CH:16]=[CH:17][CH:18]=3)[N:13]=[CH:12][N:11]=2)[CH:6]=[CH:7][CH:8]=1.[C:23]([O:27][C:28]([NH:30][CH2:31][C:32]1[C:33]([F:42])=[C:34]([C:38]([Cl:41])=[CH:39][CH:40]=1)[C:35](O)=[O:36])=[O:29])([CH3:26])([CH3:25])[CH3:24].C(Cl)(=O)C(Cl)=O.CCN(C(C)C)C(C)C, predict the reaction product. The product is: [Cl:41][C:38]1[CH:39]=[CH:40][C:32]([CH2:31][NH:30][C:28](=[O:29])[O:27][C:23]([CH3:26])([CH3:25])[CH3:24])=[C:33]([F:42])[C:34]=1[C:35](=[O:36])[NH:20][C:15]1[CH:16]=[CH:17][CH:18]=[C:19]2[C:14]=1[N:13]=[CH:12][N:11]=[C:10]2[NH:9][C:5]1[CH:6]=[CH:7][CH:8]=[C:3]([C:2]([F:1])([F:21])[F:22])[CH:4]=1.